From a dataset of Full USPTO retrosynthesis dataset with 1.9M reactions from patents (1976-2016). Predict the reactants needed to synthesize the given product. Given the product [N+:1]([C:4]1[CH:9]=[CH:8][C:7]([C:10]2[CH:11]=[CH:12][C:13]([S:16]([N:19]3[C@@H:28]([C:29]([O:31][CH3:36])=[O:30])[CH2:27][C:26]4[C:21](=[CH:22][CH:23]=[CH:24][CH:25]=4)[CH2:20]3)(=[O:17])=[O:18])=[CH:14][CH:15]=2)=[CH:6][CH:5]=1)([O-:3])=[O:2], predict the reactants needed to synthesize it. The reactants are: [N+:1]([C:4]1[CH:9]=[CH:8][C:7]([C:10]2[CH:15]=[CH:14][C:13]([S:16]([N:19]3[C@@H:28]([C:29]([OH:31])=[O:30])[CH2:27][C:26]4[C:21](=[CH:22][CH:23]=[CH:24][CH:25]=4)[CH2:20]3)(=[O:18])=[O:17])=[CH:12][CH:11]=2)=[CH:6][CH:5]=1)([O-:3])=[O:2].S(Cl)(Cl)=O.[CH3:36]O.